Task: Predict the reaction yield, written as a fraction of the theoretical maximum amount of product (1.0 means a 100% yield; for example, 0.34 means a 34% yield).. Dataset: Reaction yield outcomes from USPTO patents with 853,638 reactions (1) The reactants are [CH3:1][C:2]1[CH:7]=[CH:6][N:5]=[CH:4][CH:3]=1.[Br:8][CH2:9][C:10]1[CH:15]=[CH:14][CH:13]=[CH:12][C:11]=1[CH2:16]Br. The catalyst is C(O)(C)C. The product is [Br-:8].[C:11]1([CH2:16][N+:5]2[CH:6]=[CH:7][C:2]([CH3:1])=[CH:3][CH:4]=2)[CH:12]=[CH:13][CH:14]=[CH:15][C:10]=1[CH2:9][N+:5]1[CH:6]=[CH:7][C:2]([CH3:1])=[CH:3][CH:4]=1.[Br-:8]. The yield is 0.870. (2) The reactants are [CH3:1][S:2]([O-:4])=[O:3].[Na+].[C:6]([O:10][C:11](=[O:40])[CH2:12][O:13][C:14]1[C:19]2[CH2:20][CH2:21][CH2:22][CH2:23][CH:24]([NH:25][S:26]([C:29]3[CH:34]=[C:33]([C:35]([F:38])([F:37])[F:36])[CH:32]=[C:31](Br)[CH:30]=3)(=[O:28])=[O:27])[C:18]=2[CH:17]=[CH:16][CH:15]=1)([CH3:9])([CH3:8])[CH3:7].C(OCC)(=O)C. The catalyst is CN1C(=O)CCC1.[Cu]I. The product is [C:6]([O:10][C:11](=[O:40])[CH2:12][O:13][C:14]1[C:19]2[CH2:20][CH2:21][CH2:22][CH2:23][CH:24]([NH:25][S:26]([C:29]3[CH:34]=[C:33]([C:35]([F:38])([F:37])[F:36])[CH:32]=[C:31]([S:2]([CH3:1])(=[O:4])=[O:3])[CH:30]=3)(=[O:28])=[O:27])[C:18]=2[CH:17]=[CH:16][CH:15]=1)([CH3:9])([CH3:8])[CH3:7]. The yield is 0.800. (3) The reactants are [NH2:1][NH2:2].[C:3](/[N:5]=[C:6](\SC)/[NH:7][C:8]1[CH:13]=[C:12]([Cl:14])[C:11]([S:15][C:16]2[CH:21]=[CH:20][C:19]([C:22]#[N:23])=[CH:18][CH:17]=2)=[C:10]([Cl:24])[CH:9]=1)#[N:4]. The catalyst is C(O)C. The product is [NH2:4][C:3]1[NH:2][N:1]=[C:6]([NH:7][C:8]2[CH:13]=[C:12]([Cl:14])[C:11]([S:15][C:16]3[CH:21]=[CH:20][C:19]([C:22]#[N:23])=[CH:18][CH:17]=3)=[C:10]([Cl:24])[CH:9]=2)[N:5]=1. The yield is 0.850. (4) The reactants are Cl[CH:2]([CH3:15])[C:3]([C:5]1[CH:10]=[CH:9][C:8]([NH:11][C:12](=[O:14])[CH3:13])=[CH:7][CH:6]=1)=[O:4].Cl.[CH3:17][NH:18][CH3:19].C([O-])([O-])=O.[K+].[K+].O. The catalyst is CC#N. The product is [CH3:17][N:18]([CH3:19])[CH:2]([CH3:15])[C:3]([C:5]1[CH:10]=[CH:9][C:8]([NH:11][C:12](=[O:14])[CH3:13])=[CH:7][CH:6]=1)=[O:4]. The yield is 0.890. (5) The reactants are N1[CH:6]=[CH:5][C:4]([NH:7][C:8]([N:10]2[CH2:13][CH:12]([O:14][C:15]3[CH:20]=[CH:19][C:18](I)=[CH:17][N:16]=3)[CH2:11]2)=[O:9])=[N:3]C=1.[F:22][C:23]1[CH:28]=[CH:27][CH:26]=[C:25]([F:29])[C:24]=1[B-](F)(F)F.[K+].CCO.[CH2:38]([N:40](CC)CC)C. The catalyst is C(Cl)Cl. The product is [N:40]1[CH:38]=[CH:6][CH:5]=[C:4]([NH:7][C:8]([N:10]2[CH2:11][CH:12]([O:14][C:15]3[CH:20]=[CH:19][C:18]([C:24]4[C:23]([F:22])=[CH:28][CH:27]=[CH:26][C:25]=4[F:29])=[CH:17][N:16]=3)[CH2:13]2)=[O:9])[N:3]=1. The yield is 0.170.